Predict the reaction yield, written as a fraction of the theoretical maximum amount of product (1.0 means a 100% yield; for example, 0.34 means a 34% yield). From a dataset of Reaction yield outcomes from USPTO patents with 853,638 reactions. (1) The reactants are O(C1C=CC=CC=1)C1C=CC=CC=1.[CH3:14][O:15][C:16]1[CH:17]=[C:18]([NH:22][CH:23]=[C:24]2[C:29](=[O:30])OC(C)(C)OC2=O)[CH:19]=[CH:20][CH:21]=1. No catalyst specified. The product is [CH3:14][O:15][C:16]1[CH:17]=[C:18]2[C:19]([C:29]([OH:30])=[CH:24][CH:23]=[N:22]2)=[CH:20][CH:21]=1. The yield is 0.300. (2) The reactants are [C:1]([NH:4][CH2:5][CH2:6][NH2:7])(=[O:3])[CH3:2].[CH2:8]([C:10]1[CH:27]=[CH:26][C:13]([O:14][C:15]2[CH:20]=[CH:19][C:18]([S:21](Cl)(=[O:23])=[O:22])=[CH:17][C:16]=2[F:25])=[C:12]([O:28][CH3:29])[CH:11]=1)[CH3:9]. The catalyst is C1COCC1. The product is [CH2:8]([C:10]1[CH:27]=[CH:26][C:13]([O:14][C:15]2[CH:20]=[CH:19][C:18]([S:21]([NH:7][CH2:6][CH2:5][NH:4][C:1](=[O:3])[CH3:2])(=[O:23])=[O:22])=[CH:17][C:16]=2[F:25])=[C:12]([O:28][CH3:29])[CH:11]=1)[CH3:9]. The yield is 0.370.